This data is from Peptide-MHC class I binding affinity with 185,985 pairs from IEDB/IMGT. The task is: Regression. Given a peptide amino acid sequence and an MHC pseudo amino acid sequence, predict their binding affinity value. This is MHC class I binding data. The peptide sequence is FAFKLSFAI. The MHC is HLA-A02:01 with pseudo-sequence HLA-A02:01. The binding affinity (normalized) is 0.361.